From a dataset of Forward reaction prediction with 1.9M reactions from USPTO patents (1976-2016). Predict the product of the given reaction. (1) Given the reactants [CH2:1]([N:3]1[C:9](=[O:10])[C:8]([CH3:12])([CH3:11])[C:7](=[O:13])[N:6]([CH3:14])[C:5]2[CH:15]=[C:16]([CH2:19][NH:20][CH2:21][C:22]3[C:23]([CH3:28])=[N:24][CH:25]=[CH:26][CH:27]=3)[CH:17]=[CH:18][C:4]1=2)[CH3:2].[C:29](O[C:29]([O:31][C:32]([CH3:35])([CH3:34])[CH3:33])=[O:30])([O:31][C:32]([CH3:35])([CH3:34])[CH3:33])=[O:30], predict the reaction product. The product is: [C:32]([O:31][C:29](=[O:30])[N:20]([CH2:19][C:16]1[CH:17]=[CH:18][C:4]2[N:3]([CH2:1][CH3:2])[C:9](=[O:10])[C:8]([CH3:11])([CH3:12])[C:7](=[O:13])[N:6]([CH3:14])[C:5]=2[CH:15]=1)[CH2:21][C:22]1[C:23]([CH3:28])=[N:24][CH:25]=[CH:26][CH:27]=1)([CH3:35])([CH3:34])[CH3:33]. (2) Given the reactants [O-]CC.[Na+].[O:5]1[CH2:11][C:10](=[O:12])[CH2:9][O:8][CH2:7][CH2:6]1.[N+:13]([CH3:16])([O-:15])=[O:14], predict the reaction product. The product is: [N+:13]([CH2:16][C:10]1([OH:12])[CH2:9][O:8][CH2:7][CH2:6][O:5][CH2:11]1)([O-:15])=[O:14].